From a dataset of Forward reaction prediction with 1.9M reactions from USPTO patents (1976-2016). Predict the product of the given reaction. (1) The product is: [OH:3][CH:4](/[CH:5]=[CH:6]\[CH2:7][B:2]1[O:23][C@:22]2([CH3:28])[C@@H:17]([C@@H:18]3[CH2:24][C@H:20]([CH2:21]2)[C:19]3([CH3:25])[CH3:26])[O:27]1)[CH2:8][C:9]([O:11][C:12]([CH3:15])([CH3:14])[CH3:13])=[O:10]. Given the reactants O[B:2]1[CH2:7][CH:6]=[CH:5][CH:4]([CH2:8][C:9]([O:11][C:12]([CH3:15])([CH3:14])[CH3:13])=[O:10])[O:3]1.C[C@@:17]1([OH:27])[C@H:22]([OH:23])[CH2:21][C@@H:20]2[CH2:24][C@H:18]1[C:19]2([CH3:26])[CH3:25].[CH2:28]1COCC1, predict the reaction product. (2) Given the reactants C1C=CC(C(Cl)(C2C(Cl)=CC=CC=2)C2C=CC=CC=2)=CC=1.C([O:25][C:26]1[CH:34]=[CH:33][C:29]([C:30]([OH:32])=[O:31])=[CH:28][C:27]=1[N+:35]([O-:37])=[O:36])(=O)C.C(N(CC)CC)C, predict the reaction product. The product is: [OH:25][C:26]1[CH:34]=[CH:33][C:29]([C:30]([OH:32])=[O:31])=[CH:28][C:27]=1[N+:35]([O-:37])=[O:36].